From a dataset of Reaction yield outcomes from USPTO patents with 853,638 reactions. Predict the reaction yield, written as a fraction of the theoretical maximum amount of product (1.0 means a 100% yield; for example, 0.34 means a 34% yield). (1) The reactants are [C:1]([O:6][C:7]1[CH:8]=[C:9]([CH:13]=[CH:14][CH:15]=1)[C:10](O)=[O:11])(=[O:5])[CH:2]([CH3:4])[CH3:3].S(Cl)([Cl:18])=O. The catalyst is CN(C=O)C.C(Cl)Cl. The product is [C:1]([O:6][C:7]1[CH:8]=[C:9]([CH:13]=[CH:14][CH:15]=1)[C:10]([Cl:18])=[O:11])(=[O:5])[CH:2]([CH3:4])[CH3:3]. The yield is 1.00. (2) The reactants are O[CH2:2][CH2:3][CH:4]1[S:8][C:7]([C:9]2[NH:10][C:11]3[C:16]([CH:17]=2)=[CH:15][CH:14]=[CH:13][C:12]=3[N:18]([CH3:27])[S:19]([C:22]2[S:23][CH:24]=[CH:25][CH:26]=2)(=[O:21])=[O:20])=[N:6][CH2:5]1.[C:28]1(=[O:34])[NH:32][C:31](=[O:33])[CH2:30][CH2:29]1.C1(P(C2C=CC=CC=2)C2C=CC=CC=2)C=CC=CC=1.N(C(OCC)=O)=NC(OCC)=O. The catalyst is O1CCCC1.C1(C)C=CC=CC=1. The product is [O:34]=[C:28]1[CH2:29][CH2:30][C:31](=[O:33])[N:32]1[CH2:2][CH2:3][CH:4]1[S:8][C:7]([C:9]2[NH:10][C:11]3[C:16]([CH:17]=2)=[CH:15][CH:14]=[CH:13][C:12]=3[N:18]([CH3:27])[S:19]([C:22]2[S:23][CH:24]=[CH:25][CH:26]=2)(=[O:21])=[O:20])=[N:6][CH2:5]1. The yield is 0.300. (3) The reactants are [CH3:1][C:2]1[N:3]=[CH:4][N:5]([C:7]2[CH:12]=[CH:11][C:10]([NH:13][C:14]([NH2:16])=[S:15])=[CH:9][CH:8]=2)[CH:6]=1.Br[CH:18]([CH3:27])[C:19]([C:21]1[CH:26]=[CH:25][CH:24]=[CH:23][CH:22]=1)=O. No catalyst specified. The product is [CH3:1][C:2]1[N:3]=[CH:4][N:5]([C:7]2[CH:8]=[CH:9][C:10]([NH:13][C:14]3[S:15][C:18]([CH3:27])=[C:19]([C:21]4[CH:26]=[CH:25][CH:24]=[CH:23][CH:22]=4)[N:16]=3)=[CH:11][CH:12]=2)[CH:6]=1. The yield is 0.940. (4) The reactants are [CH2:1]([O:8][C:9]1[CH:14]=[CH:13][C:12](Br)=[C:11]([O:16][CH2:17][C:18]([CH3:20])=[CH2:19])[CH:10]=1)[C:2]1[CH:7]=[CH:6][CH:5]=[CH:4][CH:3]=1.C([SnH](CCCC)CCCC)CCC.C(OOC(=O)C1C=CC=CC=1)(=O)C1C=CC=CC=1. The catalyst is C1C=CC=CC=1. The product is [CH2:1]([O:8][C:9]1[CH:14]=[CH:13][C:12]2[C:18]([CH3:20])([CH3:19])[CH2:17][O:16][C:11]=2[CH:10]=1)[C:2]1[CH:7]=[CH:6][CH:5]=[CH:4][CH:3]=1. The yield is 0.910. (5) The reactants are [NH:1]1[CH2:7][CH2:6][CH2:5][CH2:4][C@H:3]([NH2:8])[CH2:2]1.[C:9]([O:13][C:14](ON1C(=O)CCC1=O)=[O:15])([CH3:12])([CH3:11])[CH3:10].C1(=O)NC(=O)CC1.C1C=C2C(C(O)(O)C(=O)C2=CC=1)=O.[NH4+].[OH-]. The catalyst is C(Cl)Cl.CO. The product is [C:9]([O:13][C:14]([N:1]1[CH2:7][CH2:6][CH2:5][CH2:4][C@H:3]([NH2:8])[CH2:2]1)=[O:15])([CH3:12])([CH3:11])[CH3:10]. The yield is 0.540. (6) The catalyst is O.CO. The reactants are CO[CH:3](OC)[C:4](=[N:7][OH:8])[C:5]#[N:6].[OH:11][CH2:12][CH2:13][NH:14][NH2:15].Cl.N. The product is [NH2:6][C:5]1[N:14]([CH2:13][CH2:12][OH:11])[N:15]=[CH:3][C:4]=1[N:7]=[O:8]. The yield is 0.697.